Dataset: Full USPTO retrosynthesis dataset with 1.9M reactions from patents (1976-2016). Task: Predict the reactants needed to synthesize the given product. (1) Given the product [CH3:1][N:2]1[CH:6]=[C:5]([N:7]2[C:11](=[O:12])[N:10]([CH3:14])[N:9]=[N:8]2)[C:4]([CH3:13])=[N:3]1, predict the reactants needed to synthesize it. The reactants are: [CH3:1][N:2]1[CH:6]=[C:5]([N:7]2[C:11](=[O:12])[NH:10][N:9]=[N:8]2)[C:4]([CH3:13])=[N:3]1.[C:14](=O)([O-])[O-].[K+].[K+].S(OC)(OC)(=O)=O.C(=O)(O)[O-].[Na+]. (2) The reactants are: [CH2:1]([N:5]1[C:13]2[N:12]=[C:11]([Cl:14])[NH:10][C:9]=2[C:8](=[O:15])[N:7]([CH2:16][CH2:17][CH2:18][CH2:19][C:20]([O:22]CC)=[O:21])[C:6]1=[O:25])[CH2:2][CH2:3][CH3:4].[Li+].[OH-].O.CO. Given the product [CH2:1]([N:5]1[C:13]2[N:12]=[C:11]([Cl:14])[NH:10][C:9]=2[C:8](=[O:15])[N:7]([CH2:16][CH2:17][CH2:18][CH2:19][C:20]([OH:22])=[O:21])[C:6]1=[O:25])[CH2:2][CH2:3][CH3:4], predict the reactants needed to synthesize it. (3) Given the product [Br:1][C:2]1[CH:7]=[CH:6][CH:5]=[CH:4][C:3]=1[CH:8]([C:11]1[CH:12]=[CH:13][CH:14]=[CH:15][CH:16]=1)[CH2:9][OH:10], predict the reactants needed to synthesize it. The reactants are: [Br:1][C:2]1[CH:7]=[CH:6][CH:5]=[CH:4][C:3]=1[CH:8]([C:11]1[CH:16]=[CH:15][CH:14]=[CH:13][CH:12]=1)[CH:9]=[O:10].[BH4-].[Na+]. (4) Given the product [CH3:12][O:13][C:14]1[CH:21]=[CH:20][C:17]([CH2:18][O:10][CH2:9][C@H:7]2[CH2:6][O:5][C:4]([CH3:11])([CH3:3])[O:8]2)=[CH:16][CH:15]=1, predict the reactants needed to synthesize it. The reactants are: [H-].[Na+].[CH3:3][C:4]1([CH3:11])[O:8][C@@H:7]([CH2:9][OH:10])[CH2:6][O:5]1.[CH3:12][O:13][C:14]1[CH:21]=[CH:20][C:17]([CH2:18]Cl)=[CH:16][CH:15]=1.[Cl-].[NH4+]. (5) Given the product [CH2:26]([C:25]([C:22]1[CH:23]=[CH:24][C:19]([O:18][CH3:17])=[C:20]([O:29][CH2:30][C:31]([O:33][CH2:34][CH3:35])=[O:32])[CH:21]=1)=[C:8]([C:10]1[CH:15]=[CH:14][C:13]([OH:16])=[CH:12][CH:11]=1)[C:5]1[CH:6]=[CH:7][C:2]([OH:1])=[CH:3][CH:4]=1)[CH3:27], predict the reactants needed to synthesize it. The reactants are: [OH:1][C:2]1[CH:7]=[CH:6][C:5]([C:8]([C:10]2[CH:15]=[CH:14][C:13]([OH:16])=[CH:12][CH:11]=2)=O)=[CH:4][CH:3]=1.[CH3:17][O:18][C:19]1[CH:24]=[CH:23][C:22]([C:25](=O)[CH2:26][CH3:27])=[CH:21][C:20]=1[O:29][CH2:30][C:31]([O:33][CH2:34][CH3:35])=[O:32]. (6) Given the product [CH3:1][O:2][C:3]([C:5]1[C:14]2[CH2:13][CH2:12][CH2:11][CH2:10][C:9]=2[CH:8]=[CH:7][C:6]=1[O:15][S:18]([C:17]([F:30])([F:29])[F:16])(=[O:20])=[O:19])=[O:4], predict the reactants needed to synthesize it. The reactants are: [CH3:1][O:2][C:3]([C:5]1[C:14]2[CH2:13][CH2:12][CH2:11][CH2:10][C:9]=2[CH:8]=[CH:7][C:6]=1[OH:15])=[O:4].[F:16][C:17]([F:30])([F:29])[S:18](O[S:18]([C:17]([F:30])([F:29])[F:16])(=[O:20])=[O:19])(=[O:20])=[O:19].COC(C)(C)C. (7) Given the product [CH3:43][N:44]([CH3:45])[C:7]([CH2:9][CH2:10][C:11]1[C:16](=[O:17])[N:15]([C:18]2[CH:23]=[CH:22][CH:21]=[C:20]([NH:24][C:25]([NH:27][C:28]3[CH:33]=[CH:32][CH:31]=[CH:30][C:29]=3[O:34][CH3:35])=[O:26])[CH:19]=2)[C:14]2[N:36]=[CH:37][CH:38]=[CH:39][C:13]=2[N:12]=1)=[O:6], predict the reactants needed to synthesize it. The reactants are: C1(=O)N([O:6][C:7]([CH2:9][CH2:10][C:11]2[C:16](=[O:17])[N:15]([C:18]3[CH:23]=[CH:22][CH:21]=[C:20]([NH:24][C:25]([NH:27][C:28]4[CH:33]=[CH:32][CH:31]=[CH:30][C:29]=4[O:34][CH3:35])=[O:26])[CH:19]=3)[C:14]3[N:36]=[CH:37][CH:38]=[CH:39][C:13]=3[N:12]=2)=O)C(=O)CC1.Cl.[CH3:43][NH:44][CH3:45].